This data is from Catalyst prediction with 721,799 reactions and 888 catalyst types from USPTO. The task is: Predict which catalyst facilitates the given reaction. (1) Reactant: C(OCCCC)CCC.[C:10]1([Li])[CH:15]=[CH:14][CH:13]=[CH:12][CH:11]=1.C(OCC)C.[C:22]1([C:28]2[C:33]([C:34]3[CH:39]=[CH:38][CH:37]=[CH:36][CH:35]=3)=[N:32][CH:31]=[CH:30][N:29]=2)[CH:27]=[CH:26][CH:25]=[CH:24][CH:23]=1. Product: [C:22]1([C:28]2[C:33]([C:34]3[CH:35]=[CH:36][CH:37]=[CH:38][CH:39]=3)=[N:32][C:31]([C:10]3[CH:15]=[CH:14][CH:13]=[CH:12][CH:11]=3)=[CH:30][N:29]=2)[CH:27]=[CH:26][CH:25]=[CH:24][CH:23]=1. The catalyst class is: 6. (2) Reactant: [CH3:1][C:2]1[N:7]=[C:6]([NH:8][CH3:9])[N:5]=[C:4]([N:10]2[CH2:15][CH2:14][CH:13]([C:16]([OH:18])=O)[CH2:12][CH2:11]2)[N:3]=1.CCN=C=N[CH2:24][CH2:25][CH2:26][N:27](C)C.C1[CH:31]=[CH:32][C:33]2N(O)N=[N:36][C:34]=2C=1.[CH2:40](N(CC)CC)C.BrC1C=CC(CN)=C(O[C:57]([F:60])([F:59])[F:58])C=1. Product: [C:26]([C:25]1[CH:24]=[CH:40][C:33]([CH2:34][NH:36][C:16]([CH:13]2[CH2:12][CH2:11][N:10]([C:4]3[N:3]=[C:2]([CH3:1])[N:7]=[C:6]([NH:8][CH3:9])[N:5]=3)[CH2:15][CH2:14]2)=[O:18])=[C:32]([C:57]([F:60])([F:59])[F:58])[CH:31]=1)#[N:27]. The catalyst class is: 4. (3) Reactant: [CH2:1]([O:8][C:9]([NH:11][C@H:12]1[C@H:18]([OH:19])[C@@H:17]([OH:20])[C@H:16]([CH2:21][O:22][C:23]([C:36]2[CH:41]=[CH:40][CH:39]=[CH:38][CH:37]=2)([C:30]2[CH:35]=[CH:34][CH:33]=[CH:32][CH:31]=2)[C:24]2[CH:29]=[CH:28][CH:27]=[CH:26][CH:25]=2)[O:15][CH:13]1[OH:14])=[O:10])[C:2]1[CH:7]=[CH:6][CH:5]=[CH:4][CH:3]=1.[CH2:42](Br)[C:43]1[CH:48]=[CH:47][CH:46]=[CH:45][CH:44]=1.[H-].[Na+]. Product: [CH2:42]([O:19][C@@H:18]1[C@@H:17]([O:20][CH2:1][C:2]2[CH:7]=[CH:6][CH:5]=[CH:4][CH:3]=2)[C@H:16]([CH2:21][O:22][C:23]([C:36]2[CH:41]=[CH:40][CH:39]=[CH:38][CH:37]=2)([C:30]2[CH:31]=[CH:32][CH:33]=[CH:34][CH:35]=2)[C:24]2[CH:25]=[CH:26][CH:27]=[CH:28][CH:29]=2)[O:15][CH:13]([O:14][CH2:23][C:24]2[CH:29]=[CH:28][CH:27]=[CH:26][CH:25]=2)[C@H:12]1[NH:11][C:9]([O:8][CH2:1][C:2]1[CH:3]=[CH:4][CH:5]=[CH:6][CH:7]=1)=[O:10])[C:43]1[CH:48]=[CH:47][CH:46]=[CH:45][CH:44]=1. The catalyst class is: 9. (4) Reactant: Cl.[Cl:2][C:3]1[N:7]2[CH:8]=[C:9]([C:16]([O:18]CC)=[CH2:17])[CH:10]=[C:11]([C:12]([F:15])([F:14])[F:13])[C:6]2=[N:5][C:4]=1[C:21]([N:23]1[CH2:27][CH2:26][CH:25]([C:28]2[CH:33]=[CH:32][CH:31]=[C:30]([F:34])[CH:29]=2)[CH2:24]1)=[O:22]. Product: [Cl:2][C:3]1[N:7]2[CH:8]=[C:9]([C:16](=[O:18])[CH3:17])[CH:10]=[C:11]([C:12]([F:15])([F:13])[F:14])[C:6]2=[N:5][C:4]=1[C:21]([N:23]1[CH2:27][CH2:26][CH:25]([C:28]2[CH:33]=[CH:32][CH:31]=[C:30]([F:34])[CH:29]=2)[CH2:24]1)=[O:22]. The catalyst class is: 1. (5) Reactant: [C:1]([O:5][C:6](=[O:28])[NH:7][C:8]1[S:9][C:10]2[CH:16]=[C:15]([CH:17]=[O:18])[CH:14]=[C:13]([C:19]3[CH:24]=[CH:23][CH:22]=[C:21]([N+:25]([O-:27])=[O:26])[CH:20]=3)[C:11]=2[N:12]=1)([CH3:4])([CH3:3])[CH3:2].[BH4-].[Na+]. Product: [C:1]([O:5][C:6](=[O:28])[NH:7][C:8]1[S:9][C:10]2[CH:16]=[C:15]([CH2:17][OH:18])[CH:14]=[C:13]([C:19]3[CH:24]=[CH:23][CH:22]=[C:21]([N+:25]([O-:27])=[O:26])[CH:20]=3)[C:11]=2[N:12]=1)([CH3:4])([CH3:2])[CH3:3]. The catalyst class is: 61.